This data is from Catalyst prediction with 721,799 reactions and 888 catalyst types from USPTO. The task is: Predict which catalyst facilitates the given reaction. (1) Reactant: [CH3:1][O:2][C:3]1[CH:8]=[C:7]([O:9][CH3:10])[CH:6]=[C:5]([O:11][CH3:12])[C:4]=1[CH:13]1[CH2:17][NH:16][CH2:15][CH:14]1[CH2:18][OH:19].[CH2:20]=O. Product: [CH3:20][N:16]1[CH2:17][CH:13]([C:4]2[C:3]([O:2][CH3:1])=[CH:8][C:7]([O:9][CH3:10])=[CH:6][C:5]=2[O:11][CH3:12])[CH:14]([CH2:18][OH:19])[CH2:15]1. The catalyst class is: 19. (2) Reactant: [C:1]1([CH:7]([C:13]2[CH:18]=[CH:17][CH:16]=[CH:15][CH:14]=2)[S:8][CH2:9][C:10]([NH2:12])=[O:11])[CH:6]=[CH:5][CH:4]=[CH:3][CH:2]=1.N.[OH2:20]. Product: [C:1]1([CH:7]([C:13]2[CH:18]=[CH:17][CH:16]=[CH:15][CH:14]=2)[S:8]([CH2:9][C:10]([NH2:12])=[O:11])=[O:20])[CH:2]=[CH:3][CH:4]=[CH:5][CH:6]=1. The catalyst class is: 4.